This data is from hERG channel blocking data for cardiac toxicity assessment. The task is: Regression/Classification. Given a drug SMILES string, predict its toxicity properties. Task type varies by dataset: regression for continuous values (e.g., LD50, hERG inhibition percentage) or binary classification for toxic/non-toxic outcomes (e.g., AMES mutagenicity, cardiotoxicity, hepatotoxicity). Dataset: herg. (1) The compound is Clc1ccc2c(c1)CCc1cccnc1C2=C1CC[NH2+]CC1. The result is 1 (blocker). (2) The molecule is CCOC(=O)[C@H](CCc1ccccc1)N[C@@H](C)C(=O)N1CCC[C@H]1C(=O)O. The result is 0 (non-blocker). (3) The drug is CC(C)[NH2+]CC(O)COc1cccc2ccccc12. The result is 1 (blocker). (4) The molecule is O=C(NC1CCN(Cc2cc3c(cc2Cl)OCO3)CC1)c1cc(=O)c2ccc(F)cc2o1. The result is 1 (blocker). (5) The drug is CN(CCCN)C(=O)N1CC(c2cc(F)ccc2F)=C[C@H]1c1ccccc1. The result is 1 (blocker). (6) The drug is CC(CN1c2ccccc2Sc2ccc(C#N)cc21)C[NH+](C)C. The result is 1 (blocker). (7) The molecule is COC(=O)[C@H]1[C@H](OC(=O)c2ccccc2)C[C@@H]2CC[C@H]1[NH+]2C. The result is 1 (blocker).